The task is: Predict the product of the given reaction.. This data is from Forward reaction prediction with 1.9M reactions from USPTO patents (1976-2016). (1) Given the reactants C(C1C2C(=CC=CC=2N[C:13](C2N3C=CC=CC3=NC=2)=[O:14])N(CC2C=CC=C(O[C@@H]3CCNC[C@H]3F)N=2)[N:4]=1)C.[CH2:39]([C:41]1[C:49]2[C:44](=[CH:45][CH:46]=[CH:47][C:48]=2[NH:50][C:51]([C:53]2[N:57]3[CH:58]=[CH:59][CH:60]=[CH:61][C:56]3=[N:55][CH:54]=2)=[O:52])[N:43]([CH2:62][C:63]2[N:68]=[C:67]([O:69][C@@H:70]3[CH2:75][CH2:74][N:73](C(OC(C)(C)C)=O)[CH2:72][C@H:71]3[F:83])[CH:66]=[CH:65][CH:64]=2)[N:42]=1)[CH3:40].C(O)(C(F)(F)F)=O.[CH2:91]([Cl:93])[Cl:92], predict the reaction product. The product is: [CH2:91]([Cl:93])[Cl:92].[CH3:13][OH:14].[NH4+:4].[OH-:52].[CH2:39]([C:41]1[C:49]2[C:44](=[CH:45][CH:46]=[CH:47][C:48]=2[NH:50][C:51]([C:53]2[N:57]3[CH:58]=[CH:59][CH:60]=[CH:61][C:56]3=[N:55][CH:54]=2)=[O:52])[N:43]([CH2:62][C:63]2[CH:64]=[CH:65][CH:66]=[C:67]([O:69][C@@H:70]3[CH2:75][CH2:74][NH:73][CH2:72][C@H:71]3[F:83])[N:68]=2)[N:42]=1)[CH3:40]. (2) Given the reactants S(Cl)(Cl)=O.[O:5]=[C:6]1[NH:11][C:10]([N:12]2[CH2:17][CH2:16][CH2:15][CH2:14][CH2:13]2)=[N:9][C:8]([C:18]2[CH:23]=[CH:22][CH:21]=[CH:20][CH:19]=2)=[C:7]1[CH:24]([CH2:28][CH2:29][CH3:30])[C:25]([OH:27])=[O:26].[CH3:31]O, predict the reaction product. The product is: [O:5]=[C:6]1[NH:11][C:10]([N:12]2[CH2:17][CH2:16][CH2:15][CH2:14][CH2:13]2)=[N:9][C:8]([C:18]2[CH:19]=[CH:20][CH:21]=[CH:22][CH:23]=2)=[C:7]1[CH:24]([CH2:28][CH2:29][CH3:30])[C:25]([O:27][CH3:31])=[O:26].